Predict the reaction yield, written as a fraction of the theoretical maximum amount of product (1.0 means a 100% yield; for example, 0.34 means a 34% yield). From a dataset of Reaction yield outcomes from USPTO patents with 853,638 reactions. (1) The reactants are [O:1]1[CH2:6][CH2:5][N:4]([C:7]2[S:8][CH:9]=[C:10]([C:12]([OH:14])=O)[N:11]=2)[CH2:3][CH2:2]1.[NH2:15][C@H:16]([CH3:32])[CH2:17][N:18]1[CH:22]=[CH:21][C:20]([C:23]2[CH:30]=[CH:29][C:26]([C:27]#[N:28])=[C:25]([Cl:31])[CH:24]=2)=[N:19]1. No catalyst specified. The product is [Cl:31][C:25]1[CH:24]=[C:23]([C:20]2[CH:21]=[CH:22][N:18]([CH2:17][C@H:16]([NH:15][C:12]([C:10]3[N:11]=[C:7]([N:4]4[CH2:3][CH2:2][O:1][CH2:6][CH2:5]4)[S:8][CH:9]=3)=[O:14])[CH3:32])[N:19]=2)[CH:30]=[CH:29][C:26]=1[C:27]#[N:28]. The yield is 0.0491. (2) The reactants are [H-].[Na+].C1(C(C2[C:16]([CH2:17][O:18][CH2:19][C:20]3[C:25](C4C(=CC=C(O)C=4)O)=[CH:24][CH:23]=[CH:22][CH:21]=3)=[CH:15][CH:14]=[CH:13][CH:12]=2)=CC(=CC=1)O)O.Cl[C:35]1[N:40]=[CH:39][C:38]([C:41](=[O:43])[CH3:42])=[CH:37][CH:36]=1.Cl.[OH2:45]. The catalyst is CN(C=O)C. The product is [CH2:19]([O:18][C:17]1[CH:12]=[CH:13][C:14]([O:45][C:35]2[N:40]=[CH:39][C:38]([C:41](=[O:43])[CH3:42])=[CH:37][CH:36]=2)=[CH:15][CH:16]=1)[C:20]1[CH:21]=[CH:22][CH:23]=[CH:24][CH:25]=1. The yield is 0.750. (3) The reactants are [OH:1][CH2:2][CH:3]([N:5]1[C:13]2[C:8](=[C:9]([C:16]([F:19])([F:18])[F:17])[C:10]([C:14]#[N:15])=[CH:11][CH:12]=2)[CH:7]=[C:6]1[CH3:20])[CH3:4].CCN(CC)CC.[CH3:28][S:29](Cl)(=[O:31])=[O:30]. The catalyst is C(Cl)Cl. The product is [CH3:28][S:29]([O:1][CH2:2][CH:3]([N:5]1[C:13]2[C:8](=[C:9]([C:16]([F:19])([F:17])[F:18])[C:10]([C:14]#[N:15])=[CH:11][CH:12]=2)[CH:7]=[C:6]1[CH3:20])[CH3:4])(=[O:31])=[O:30]. The yield is 0.970.